From a dataset of Catalyst prediction with 721,799 reactions and 888 catalyst types from USPTO. Predict which catalyst facilitates the given reaction. (1) The catalyst class is: 9. Product: [CH:18]1([C:16]([NH:15][C:13]2[N:14]=[C:9]3[CH:8]=[CH:7][C:6]([O:5][C:4]4[CH:3]=[C:2]([NH:1][C:27](=[O:28])[C@@H:26]5[CH2:30][CH2:31][CH2:32][N:25]5[CH3:24])[CH:23]=[CH:22][CH:21]=4)=[N:11][N:10]3[CH:12]=2)=[O:17])[CH2:20][CH2:19]1. Reactant: [NH2:1][C:2]1[CH:3]=[C:4]([CH:21]=[CH:22][CH:23]=1)[O:5][C:6]1[CH:7]=[CH:8][C:9]2[N:10]([CH:12]=[C:13]([NH:15][C:16]([CH:18]3[CH2:20][CH2:19]3)=[O:17])[N:14]=2)[N:11]=1.[CH3:24][N:25]1[CH2:32][CH2:31][CH2:30][C@H:26]1[C:27](O)=[O:28].F[P-](F)(F)(F)(F)F.N1(OC(N(C)C)=[N+](C)C)C2C=CC=CC=2N=N1.OC1C2N=NNC=2C=CC=1.C(N(CC)C(C)C)(C)C.C(=O)([O-])O.[Na+]. (2) Reactant: [CH:1]1([C:4]2[NH:8][N:7]=[C:6]([NH2:9])[CH:5]=2)[CH2:3][CH2:2]1.[Cl:10][C:11]1[N:16]=[C:15](Cl)[C:14]([Cl:18])=[CH:13][N:12]=1.C([O-])([O-])=O.[Na+].[Na+]. Product: [Cl:10][C:11]1[N:16]=[C:15]([NH:9][C:6]2[CH:5]=[C:4]([CH:1]3[CH2:3][CH2:2]3)[NH:8][N:7]=2)[C:14]([Cl:18])=[CH:13][N:12]=1. The catalyst class is: 351.